From a dataset of Catalyst prediction with 721,799 reactions and 888 catalyst types from USPTO. Predict which catalyst facilitates the given reaction. (1) Reactant: [C:1]12([CH2:11][O:12][C:13]3[C:21]([I:22])=[CH:20][C:16]([C:17]([OH:19])=O)=[C:15]([F:23])[CH:14]=3)[CH2:10][CH:5]3[CH2:6][CH:7]([CH2:9][CH:3]([CH2:4]3)[CH2:2]1)[CH2:8]2.C(N1C=CN=C1)(N1C=CN=C1)=O.[N:36]1([S:40]([NH2:43])(=[O:42])=[O:41])[CH2:39][CH2:38][CH2:37]1.N12CCCN=C1CCCCC2.Cl. Product: [C:1]12([CH2:11][O:12][C:13]3[C:21]([I:22])=[CH:20][C:16]([C:17]([NH:43][S:40]([N:36]4[CH2:39][CH2:38][CH2:37]4)(=[O:42])=[O:41])=[O:19])=[C:15]([F:23])[CH:14]=3)[CH2:2][CH:3]3[CH2:4][CH:5]([CH2:6][CH:7]([CH2:9]3)[CH2:8]1)[CH2:10]2. The catalyst class is: 54. (2) Product: [O:15]([CH2:14][CH2:13][O:4][C:3]1[CH:5]=[CH:6][CH:7]=[CH:8][C:2]=1[C:1]([O:10][CH3:11])=[O:9])[C:16]1[CH:21]=[CH:20][CH:19]=[CH:18][CH:17]=1. The catalyst class is: 9. Reactant: [C:1]([O:10][CH3:11])(=[O:9])[C:2]1[C:3](=[CH:5][CH:6]=[CH:7][CH:8]=1)[OH:4].Br[CH2:13][CH2:14][O:15][C:16]1[CH:21]=[CH:20][CH:19]=[CH:18][CH:17]=1.C(=O)([O-])[O-].[K+].[K+].O. (3) Product: [NH3:1].[N:1]1[CH:6]=[CH:5][CH:4]=[C:3]([C:7]2[CH:8]=[C:9]([C:13]3[N:17]4[CH:18]=[CH:19][C:20]([CH:22]([OH:23])[CH3:24])=[CH:21][C:16]4=[N:15][CH:14]=3)[CH:10]=[CH:11][CH:12]=2)[CH:2]=1. Reactant: [N:1]1[CH:6]=[CH:5][CH:4]=[C:3]([C:7]2[CH:8]=[C:9]([C:13]3[N:17]4[CH:18]=[CH:19][C:20]([CH:22]=[O:23])=[CH:21][C:16]4=[N:15][CH:14]=3)[CH:10]=[CH:11][CH:12]=2)[CH:2]=1.[CH3:24][Mg]Br.CO. The catalyst class is: 7. (4) Reactant: Cl.[NH2:2][CH:3]1[CH2:8][CH2:7][O:6][CH2:5][CH2:4]1.Cl[C:10]1[C:15]([C:16]([O:18][CH2:19][CH3:20])=[O:17])=[C:14]([CH3:21])[N:13]=[C:12]2[N:22]([CH2:25][CH3:26])[N:23]=[CH:24][C:11]=12.C(N(CC)C(C)C)(C)C. Product: [CH2:25]([N:22]1[C:12]2=[N:13][C:14]([CH3:21])=[C:15]([C:16]([O:18][CH2:19][CH3:20])=[O:17])[C:10]([NH:2][CH:3]3[CH2:8][CH2:7][O:6][CH2:5][CH2:4]3)=[C:11]2[CH:24]=[N:23]1)[CH3:26]. The catalyst class is: 10. (5) Reactant: [NH:1]1[CH2:5][CH2:4][N:3]=[C:2]1[C:6]([NH2:26])([C:17]1[CH:22]=[CH:21][C:20]([O:23][CH3:24])=[C:19]([CH3:25])[CH:18]=1)[C:7]1[CH:12]=[CH:11][CH:10]=[C:9]([O:13][CH2:14][CH2:15][CH3:16])[CH:8]=1.[N:27]#[C:28]Br. Product: [CH3:24][O:23][C:20]1[CH:21]=[CH:22][C:17]([C:6]2([C:7]3[CH:12]=[CH:11][CH:10]=[C:9]([O:13][CH2:14][CH2:15][CH3:16])[CH:8]=3)[C:2]3=[N:1][CH2:5][CH2:4][N:3]3[C:28]([NH2:27])=[N:26]2)=[CH:18][C:19]=1[CH3:25]. The catalyst class is: 22.